Dataset: Forward reaction prediction with 1.9M reactions from USPTO patents (1976-2016). Task: Predict the product of the given reaction. (1) Given the reactants Br[C:2]1[C:6]([Br:7])=[CH:5][S:4][CH:3]=1.[CH3:8][Si:9]([CH3:15])([CH3:14])[O:10][CH2:11][C:12]#[CH:13], predict the reaction product. The product is: [Br:7][C:6]1[C:2]([C:13]#[C:12][CH2:11][O:10][Si:9]([CH3:15])([CH3:14])[CH3:8])=[CH:3][S:4][CH:5]=1. (2) Given the reactants [NH2:1][C:2]1[CH:7]=[C:6]([O:8][CH3:9])[CH:5]=[CH:4][C:3]=1[OH:10].C(O[C:14](S)=[S:15])C.[K].Cl, predict the reaction product. The product is: [CH3:9][O:8][C:6]1[CH:5]=[CH:4][C:3]2[O:10][C:14]([SH:15])=[N:1][C:2]=2[CH:7]=1.